This data is from Full USPTO retrosynthesis dataset with 1.9M reactions from patents (1976-2016). The task is: Predict the reactants needed to synthesize the given product. Given the product [C:21]1([N:27]([C:28]2[CH:33]=[CH:32][C:31]([C:34]3[CH:35]=[CH:36][CH:37]=[CH:38][CH:39]=3)=[CH:30][CH:29]=2)[C:2]2[CH:3]=[CH:4][C:5]3[N:6]([C:7]4[CH:12]=[CH:11][CH:10]=[CH:9][CH:8]=4)[C:15]4[C:16]([C:13]=3[CH:14]=2)=[CH:17][CH:18]=[CH:19][CH:20]=4)[CH:22]=[CH:23][CH:24]=[CH:25][CH:26]=1, predict the reactants needed to synthesize it. The reactants are: Br[C:2]1[CH:3]=[CH:4][C:5]2[N:6]([C:15]3[CH:20]=[CH:19][CH:18]=[CH:17][CH:16]=3)[C:7]3[C:12]([C:13]=2[CH:14]=1)=[CH:11][CH:10]=[CH:9][CH:8]=3.[C:21]1([NH:27][C:28]2[CH:33]=[CH:32][C:31]([C:34]3[CH:39]=[CH:38][CH:37]=[CH:36][CH:35]=3)=[CH:30][CH:29]=2)[CH:26]=[CH:25][CH:24]=[CH:23][CH:22]=1.C(OCC)(=O)C.